This data is from Catalyst prediction with 721,799 reactions and 888 catalyst types from USPTO. The task is: Predict which catalyst facilitates the given reaction. (1) The catalyst class is: 106. Product: [CH3:31][C:22]([NH:21][CH2:20][C@@H:19]([C:8]1[C:9]2[S:13][C:12](=[O:14])[NH:11][C:10]=2[CH:18]=[C:6]([OH:5])[CH:7]=1)[OH:32])([CH3:30])[CH2:23][C:24]1[CH:29]=[CH:28][CH:27]=[CH:26][CH:25]=1. Reactant: C([O:5][C:6]1[CH:7]=[C:8]([C@@H:19]([OH:32])[CH2:20][NH:21][C:22]([CH3:31])([CH3:30])[CH2:23][C:24]2[CH:29]=[CH:28][CH:27]=[CH:26][CH:25]=2)[C:9]2[S:13][C:12]([O:14]C(C)C)=[N:11][C:10]=2[CH:18]=1)(C)(C)C. (2) Reactant: CN(C1C=CC=CN=1)C.Cl.C(N=C=NCCCN(C)C)C.[CH2:22]([O:25][CH2:26][CH2:27][CH2:28][CH2:29][O:30][C:31]1[CH:39]=[CH:38][C:34]([C:35]([OH:37])=[O:36])=[CH:33][CH:32]=1)[CH:23]=[CH2:24].[CH2:40]([O:48][C:49]1[CH:72]=[CH:71][C:52]([C:53]([O:55][C:56]2[CH:68]=[CH:67][C:66]3[C:65]4[C:60](=[CH:61][C:62](O)=[CH:63][CH:64]=4)[CH:59]([CH3:70])[C:58]=3[CH:57]=2)=[O:54])=[CH:51][CH:50]=1)[CH2:41][CH2:42][CH2:43][CH2:44][CH2:45][CH2:46][CH3:47]. Product: [CH2:22]([O:25][CH2:26][CH2:27][CH2:28][CH2:29][O:30][C:31]1[CH:39]=[CH:38][C:34]([C:35]([O:37][C:62]2[CH:63]=[CH:64][C:65]3[C:66]4[C:58](=[CH:57][C:56]([O:55][C:53](=[O:54])[C:52]5[CH:51]=[CH:50][C:49]([O:48][CH2:40][CH2:41][CH2:42][CH2:43][CH2:44][CH2:45][CH2:46][CH3:47])=[CH:72][CH:71]=5)=[CH:68][CH:67]=4)[CH:59]([CH3:70])[C:60]=3[CH:61]=2)=[O:36])=[CH:33][CH:32]=1)[CH:23]=[CH2:24]. The catalyst class is: 232.